Predict which catalyst facilitates the given reaction. From a dataset of Catalyst prediction with 721,799 reactions and 888 catalyst types from USPTO. (1) Product: [S:9]1[CH:8]=[CH:7][C:6]2[CH:10]=[C:2]([CH:21]=[O:22])[CH:3]=[CH:4][C:5]1=2. Reactant: Br[C:2]1[CH:3]=[CH:4][C:5]2[S:9][CH:8]=[CH:7][C:6]=2[CH:10]=1.C([Mg]Cl)(C)C.[Cl-].[Li+].CN([CH:21]=[O:22])C.O. The catalyst class is: 1. (2) Reactant: [NH2:1][C:2]1[C:3]([C:21]([O:23]CC)=O)=[N:4][C:5]([NH:17][CH2:18][CH2:19][OH:20])=[N:6][C:7]=1[NH:8][C:9]1[CH:14]=[CH:13][CH:12]=[CH:11][C:10]=1[O:15][CH3:16].OCC[NH:29]C1N=C(C(OCC)=O)C([N+]([O-])=O)=C(NC2C=CC=CC=2OC)N=1.[CH2:53]([OH:55])C. Product: [OH:20][CH2:19][CH2:18][NH:17][C:5]1[N:6]=[C:7]2[C:2]([NH:1][C:53](=[O:55])[N:8]2[C:9]2[CH:14]=[CH:13][CH:12]=[CH:11][C:10]=2[O:15][CH3:16])=[C:3]([C:21]([NH2:29])=[O:23])[N:4]=1. The catalyst class is: 45.